This data is from Peptide-MHC class I binding affinity with 185,985 pairs from IEDB/IMGT. The task is: Regression. Given a peptide amino acid sequence and an MHC pseudo amino acid sequence, predict their binding affinity value. This is MHC class I binding data. (1) The peptide sequence is FPVKPQVPL. The MHC is HLA-A30:02 with pseudo-sequence HLA-A30:02. The binding affinity (normalized) is 0. (2) The peptide sequence is VEFLKDAWEI. The MHC is HLA-B44:03 with pseudo-sequence HLA-B44:03. The binding affinity (normalized) is 0.407. (3) The peptide sequence is PVVFYRSGT. The MHC is HLA-A02:01 with pseudo-sequence HLA-A02:01. The binding affinity (normalized) is 0.109. (4) The peptide sequence is CFPSTQRDYY. The MHC is HLA-A33:01 with pseudo-sequence HLA-A33:01. The binding affinity (normalized) is 0.158.